Dataset: Forward reaction prediction with 1.9M reactions from USPTO patents (1976-2016). Task: Predict the product of the given reaction. Given the reactants [Br:1][C:2]1[CH:7]=[CH:6][C:5]([CH:8]([C:10]2[CH:15]=[CH:14][CH:13]=[CH:12][C:11]=2[CH2:16][N:17]([CH3:19])[CH3:18])O)=[C:4]([N+:20]([O-])=O)[CH:3]=1.O, predict the reaction product. The product is: [Br:1][C:2]1[CH:7]=[CH:6][C:5]([CH2:8][C:10]2[CH:15]=[CH:14][CH:13]=[CH:12][C:11]=2[CH2:16][N:17]([CH3:18])[CH3:19])=[C:4]([NH2:20])[CH:3]=1.